Regression/Classification. Given a drug SMILES string, predict its absorption, distribution, metabolism, or excretion properties. Task type varies by dataset: regression for continuous measurements (e.g., permeability, clearance, half-life) or binary classification for categorical outcomes (e.g., BBB penetration, CYP inhibition). Dataset: cyp3a4_veith. From a dataset of CYP3A4 inhibition data for predicting drug metabolism from PubChem BioAssay. (1) The drug is Cc1noc(C)c1-c1nc(NCc2cccs2)c2ccccc2n1. The result is 1 (inhibitor). (2) The molecule is COc1cccc2c1[C@@H]1CN(CCCCn3c(=O)[nH]c4c(sc5ncc(-c6ccccc6)nc54)c3=O)C[C@H]1CO2. The result is 1 (inhibitor). (3) The molecule is COc1ccccc1-c1nnc(SCc2nc3ccccc3s2)n1C. The result is 1 (inhibitor). (4) The molecule is COC(=O)[C@H]1C[C@@H]1[C@H](NC(=O)Oc1ccc(F)cc1)c1ccccc1. The result is 1 (inhibitor).